Predict the product of the given reaction. From a dataset of Forward reaction prediction with 1.9M reactions from USPTO patents (1976-2016). (1) Given the reactants Br[C:2]1[C:7]([CH3:8])=[CH:6][C:5]([C:9]([CH3:12])([CH3:11])[CH3:10])=[CH:4][C:3]=1[CH3:13].O.[ClH:15], predict the reaction product. The product is: [Cl:15][C:2]1[C:7]([CH3:8])=[CH:6][C:5]([C:9]([CH3:12])([CH3:11])[CH3:10])=[CH:4][C:3]=1[CH3:13]. (2) The product is: [F:12][C:9]1[CH:10]=[CH:11][C:6]([C:5]2[C:4]([C:3](=[O:13])[CH2:2][CH3:14])=[C:18]3[CH:19]=[CH:20][CH:21]=[CH:22][N:17]3[N:16]=2)=[CH:7][CH:8]=1. Given the reactants Cl[CH:2]([CH3:14])[C:3](=[O:13])[C:4]#[C:5][C:6]1[CH:11]=[CH:10][C:9]([F:12])=[CH:8][CH:7]=1.[I-].[NH2:16][N+:17]1[CH:22]=[CH:21][CH:20]=[CH:19][CH:18]=1.C1CCN2C(=NCCC2)CC1, predict the reaction product. (3) The product is: [CH3:16][N:17]([CH3:19])[CH:18]=[CH:1][C:2]([C:4]1[CH:5]=[C:6]([NH:10][C:11](=[O:12])[CH3:13])[CH:7]=[CH:8][CH:9]=1)=[O:3]. Given the reactants [CH3:1][C:2]([C:4]1[CH:9]=[CH:8][CH:7]=[C:6]([NH:10][C:11]([CH3:13])=[O:12])[CH:5]=1)=[O:3].CO[CH:16](OC)[N:17]([CH3:19])[CH3:18], predict the reaction product. (4) Given the reactants C[C:2]1[CH:7]=[CH:6][C:5]2[NH:8][C:9]3[C:14]([C:15](=[O:16])[C:4]=2[CH:3]=1)=[CH:13][C:12]1[NH:17][C:18]2[CH:25]=[CH:24][C:23](C)=[CH:22][C:19]=2[C:20](=[O:21])[C:11]=1[CH:10]=3.CS(O)(=O)=O, predict the reaction product. The product is: [CH:23]1[CH:22]=[C:19]2[C:20]([C:11]3[C:12]([NH:17][C:18]2=[CH:25][CH:24]=1)=[CH:13][C:14]1[C:15]([C:4]2[C:5]([NH:8][C:9]=1[CH:10]=3)=[CH:6][CH:7]=[CH:2][CH:3]=2)=[O:16])=[O:21].